From a dataset of Catalyst prediction with 721,799 reactions and 888 catalyst types from USPTO. Predict which catalyst facilitates the given reaction. (1) Reactant: [F:1][C:2]1[C:11]([CH:12]([CH2:27]O)[CH2:13][N:14]2[CH2:19][CH2:18][N:17]([C:20]([O:22][C:23]([CH3:26])([CH3:25])[CH3:24])=[O:21])[CH2:16][CH2:15]2)=[C:10]2[C:5]([CH:6]=[CH:7][C:8]([O:29]C)=[N:9]2)=[CH:4][CH:3]=1.C(N(C(C)C)CC)(C)C.CS(OS(C)(=O)=O)(=O)=O. The catalyst class is: 22. Product: [F:1][C:2]1[C:11]2[CH:12]([CH2:13][N:14]3[CH2:15][CH2:16][N:17]([C:20]([O:22][C:23]([CH3:25])([CH3:24])[CH3:26])=[O:21])[CH2:18][CH2:19]3)[CH2:27][N:9]3[C:10]=2[C:5]([CH:6]=[CH:7][C:8]3=[O:29])=[CH:4][CH:3]=1. (2) Reactant: [Br:1][C:2]1[CH:7]=[CH:6][C:5]([C@@H:8]2[CH2:10][C@H:9]2[C:11](N2[C@@H]3C[C@@H]4C(C)(C)[C@]3(CC4)CS2(=O)=O)=[O:12])=[CH:4][CH:3]=1.[H-].C([Al+]CC(C)C)C(C)C.C(=O)=O.[Cl-].[NH4+]. Product: [Br:1][C:2]1[CH:3]=[CH:4][C:5]([C@@H:8]2[CH2:10][C@H:9]2[CH:11]=[O:12])=[CH:6][CH:7]=1. The catalyst class is: 98. (3) Reactant: [C:1](Cl)(Cl)=[O:2].[C:5]([O:9][C:10](=[O:32])[NH:11][C:12]([CH3:31])([CH3:30])[CH2:13][CH2:14][NH:15][C:16]1[CH:21]=[CH:20][CH:19]=[CH:18][C:17]=1[C:22]([OH:29])([CH2:26][CH2:27][CH3:28])[CH2:23][CH2:24][CH3:25])([CH3:8])([CH3:7])[CH3:6].C(N(CC)CC)C.N. Product: [C:5]([O:9][C:10](=[O:32])[NH:11][C:12]([CH3:30])([CH3:31])[CH2:13][CH2:14][N:15]1[C:16]2[CH:21]=[CH:20][CH:19]=[CH:18][C:17]=2[C:22]([CH2:23][CH2:24][CH3:25])([CH2:26][CH2:27][CH3:28])[O:29][C:1]1=[O:2])([CH3:6])([CH3:7])[CH3:8]. The catalyst class is: 49. (4) Reactant: [CH:1]1([S:6]([C:9]2[N:14]=[CH:13][C:12]([CH:15]([O:19][CH:20]3[CH2:25][CH2:24][O:23][CH2:22][CH2:21]3)[C:16](O)=[O:17])=[CH:11][CH:10]=2)(=[O:8])=[O:7])[CH2:5][CH2:4][CH2:3][CH2:2]1.[NH2:26][C:27]1[S:28][C:29]([O:32][C:33]2[CH:34]=[C:35]([CH:40]=[CH:41][CH:42]=2)[C:36]([O:38][CH3:39])=[O:37])=[CH:30][N:31]=1.C1C=CC2N(O)N=NC=2C=1.CCN=C=NCCCN(C)C.CN1CCOCC1. Product: [CH:1]1([S:6]([C:9]2[N:14]=[CH:13][C:12]([CH:15]([O:19][CH:20]3[CH2:25][CH2:24][O:23][CH2:22][CH2:21]3)[C:16]([NH:26][C:27]3[S:28][C:29]([O:32][C:33]4[CH:34]=[C:35]([CH:40]=[CH:41][CH:42]=4)[C:36]([O:38][CH3:39])=[O:37])=[CH:30][N:31]=3)=[O:17])=[CH:11][CH:10]=2)(=[O:7])=[O:8])[CH2:2][CH2:3][CH2:4][CH2:5]1. The catalyst class is: 2. (5) Reactant: Cl[C:2]1[N:11]=[CH:10][C:9]2[N:8]([CH:12]([CH3:14])[CH3:13])[C:7](=[O:15])[C:6]3([CH3:20])[CH2:16][O:17][CH2:18][CH2:19][N:5]3[C:4]=2[N:3]=1.[CH3:21][NH:22][C:23]([NH:25][C:26]1[CH:31]=[CH:30][C:29](B2OC(C)(C)C(C)(C)O2)=[CH:28][CH:27]=1)=[O:24].C(=O)(O)[O-].[Na+]. Product: [CH:12]([N:8]1[C:7](=[O:15])[C:6]2([CH3:20])[CH2:16][O:17][CH2:18][CH2:19][N:5]2[C:4]2[N:3]=[C:2]([C:29]3[CH:28]=[CH:27][C:26]([NH:25][C:23]([NH:22][CH3:21])=[O:24])=[CH:31][CH:30]=3)[N:11]=[CH:10][C:9]1=2)([CH3:14])[CH3:13]. The catalyst class is: 75. (6) Reactant: [C:1]([N:4]1[C:13]2[C:8](=[CH:9][C:10]([C:14]3[CH2:19][CH2:18][N:17](C(OC(C)(C)C)=O)[CH2:16][CH:15]=3)=[CH:11][CH:12]=2)[C@H:7]([NH:27][C:28]2[N:33]=[C:32]([CH3:34])[CH:31]=[CH:30][N:29]=2)[C@@H:6]([CH3:35])[C@@H:5]1[CH3:36])(=[O:3])[CH3:2].FC(F)(F)C(O)=O. Product: [CH3:36][C@H:5]1[C@H:6]([CH3:35])[C@@H:7]([NH:27][C:28]2[N:33]=[C:32]([CH3:34])[CH:31]=[CH:30][N:29]=2)[C:8]2[C:13](=[CH:12][CH:11]=[C:10]([C:14]3[CH2:19][CH2:18][NH:17][CH2:16][CH:15]=3)[CH:9]=2)[N:4]1[C:1](=[O:3])[CH3:2]. The catalyst class is: 4. (7) The catalyst class is: 96. Reactant: C(OC([C:6]1[N:16]([CH:17]([CH3:27])[CH2:18][NH:19][C:20](OC(C)(C)C)=[O:21])[C:9]2=[N:10][C:11]([Cl:15])=[C:12]([CH3:14])[CH:13]=[C:8]2[CH:7]=1)=O)C.FC(F)(F)C(O)=O.C(=O)([O-])[O-].[K+].[K+].O. Product: [Cl:15][C:11]1[N:10]=[C:9]2[C:8](=[CH:13][C:12]=1[CH3:14])[CH:7]=[C:6]1[N:16]2[CH:17]([CH3:27])[CH2:18][NH:19][C:20]1=[O:21]. (8) Reactant: [Cl:1][C:2]1[CH:37]=[CH:36][C:5]2=[N:6][N:7]([C:9]3[CH:10]=[C:11]([CH:18]=[C:19]([C:22]([C:30]4[CH:35]=[CH:34][CH:33]=[CH:32][CH:31]=4)([C:24]4[CH:29]=[CH:28][CH:27]=[CH:26][CH:25]=4)[CH3:23])[C:20]=3[OH:21])[CH2:12][CH2:13][C:14]([O:16][CH3:17])=[O:15])[N:8]=[C:4]2[CH:3]=1.[NH2-].[Li+]. Product: [Cl:1][C:2]1[CH:37]=[CH:36][C:5]2=[N:6][N:7]([C:9]3[CH:10]=[C:11]([CH:18]=[C:19]([C:22]([C:30]4[CH:35]=[CH:34][CH:33]=[CH:32][CH:31]=4)([C:24]4[CH:25]=[CH:26][CH:27]=[CH:28][CH:29]=4)[CH3:23])[C:20]=3[OH:21])[CH2:12][CH2:13][C:14]([O:16][CH2:17][CH2:11][CH2:10][CH2:9][CH2:20][CH2:19][CH2:22][CH3:23])=[O:15])[N:8]=[C:4]2[CH:3]=1. The catalyst class is: 11. (9) Reactant: [CH2:1]([N:5]1[CH:9]=[C:8]([C:10]([O:12]CC)=[O:11])[N:7]=[N:6]1)[CH2:2][CH2:3][CH3:4].C(O)C.[OH-].[K+]. Product: [CH2:1]([N:5]1[CH:9]=[C:8]([C:10]([OH:12])=[O:11])[N:7]=[N:6]1)[CH2:2][CH2:3][CH3:4]. The catalyst class is: 6.